Dataset: Peptide-MHC class II binding affinity with 134,281 pairs from IEDB. Task: Regression. Given a peptide amino acid sequence and an MHC pseudo amino acid sequence, predict their binding affinity value. This is MHC class II binding data. (1) The peptide sequence is INEPTAAADAYGLDR. The MHC is HLA-DQA10401-DQB10402 with pseudo-sequence HLA-DQA10401-DQB10402. The binding affinity (normalized) is 0.353. (2) The peptide sequence is SGRLKFLDVCVALDM. The MHC is H-2-IAb with pseudo-sequence H-2-IAb. The binding affinity (normalized) is 0.250. (3) The MHC is HLA-DQA10301-DQB10302 with pseudo-sequence HLA-DQA10301-DQB10302. The peptide sequence is EKKYFAATGFEPLAA. The binding affinity (normalized) is 0.320. (4) The peptide sequence is EFPHSNGEIEDVQTD. The MHC is DRB3_0101 with pseudo-sequence DRB3_0101. The binding affinity (normalized) is 0. (5) The peptide sequence is APGDSPNTDGIHIGD. The MHC is DRB3_0202 with pseudo-sequence DRB3_0202. The binding affinity (normalized) is 0. (6) The peptide sequence is KASTGGAYESYKFIPALEAA. The MHC is DRB3_0202 with pseudo-sequence DRB3_0202. The binding affinity (normalized) is 0.524. (7) The peptide sequence is AAGVAAWSLIALMIP. The MHC is HLA-DPA10201-DPB10101 with pseudo-sequence YAFFQFSGGAILNTLYGQFEYFAIEKVRVHLDVT. The binding affinity (normalized) is 0.469. (8) The peptide sequence is VDCRPFNGGESKLKA. The MHC is DRB1_1201 with pseudo-sequence DRB1_1201. The binding affinity (normalized) is 0. (9) The peptide sequence is HSLGKWLGHADKF. The MHC is H-2-IAs with pseudo-sequence H-2-IAs. The binding affinity (normalized) is 0.534.